From a dataset of Reaction yield outcomes from USPTO patents with 853,638 reactions. Predict the reaction yield, written as a fraction of the theoretical maximum amount of product (1.0 means a 100% yield; for example, 0.34 means a 34% yield). (1) The reactants are [F:1][C:2]1[CH:7]=[C:6]([N+:8]([O-:10])=[O:9])[CH:5]=[CH:4][C:3]=1[OH:11].[CH2:12](Br)[C:13]1[CH:18]=[CH:17][CH:16]=[CH:15][CH:14]=1.C(=O)([O-])[O-].[K+].[K+]. The catalyst is CC(C)=O. The product is [F:1][C:2]1[CH:7]=[C:6]([N+:8]([O-:10])=[O:9])[CH:5]=[CH:4][C:3]=1[O:11][CH2:12][C:13]1[CH:18]=[CH:17][CH:16]=[CH:15][CH:14]=1. The yield is 0.970. (2) The reactants are C[O:2][C:3]1[C:8]([C:9]2[CH:14]=[CH:13][C:12]([O:15][C:16]3[CH:21]=[CH:20][N:19]=[C:18]([C:22]4[CH:23]=[N:24][N:25]([CH3:27])[CH:26]=4)[CH:17]=3)=[C:11]([CH3:28])[N:10]=2)=[CH:7][N:6]=[C:5]([NH:29][CH3:30])[N:4]=1.Br. The catalyst is C(O)(=O)C. The product is [CH3:28][C:11]1[N:10]=[C:9]([C:8]2[C:3](=[O:2])[NH:4][C:5]([NH:29][CH3:30])=[N:6][CH:7]=2)[CH:14]=[CH:13][C:12]=1[O:15][C:16]1[CH:21]=[CH:20][N:19]=[C:18]([C:22]2[CH:23]=[N:24][N:25]([CH3:27])[CH:26]=2)[CH:17]=1. The yield is 0.530.